Dataset: Catalyst prediction with 721,799 reactions and 888 catalyst types from USPTO. Task: Predict which catalyst facilitates the given reaction. (1) Reactant: [S:1]([O-:5])([O-:4])(=[O:3])=[O:2].[Na+:6].[Na+].[Cl-:8].[NH4+:9].[Cl-].[Na+]. Product: [ClH:8].[NH4+:9].[S:1]([O-:5])([O-:4])(=[O:3])=[O:2].[Na+:6].[Na+:6]. The catalyst class is: 6. (2) Reactant: FC(F)(F)C(O)=O.[Cl:8][C:9]1[N:14]=[C:13]([CH3:15])[C:12]([CH2:16][O:17][C:18]2[CH:23]=[C:22]([CH:24]([CH3:26])[CH3:25])[CH:21]=[CH:20][C:19]=2[CH3:27])=[C:11]([N:28]2[CH2:33][CH2:32][NH:31][CH2:30][CH2:29]2)[N:10]=1.Br[CH2:35][C:36]([NH2:38])=[O:37].C(=O)([O-])[O-].[K+].[K+]. Product: [Cl:8][C:9]1[N:10]=[C:11]([N:28]2[CH2:29][CH2:30][N:31]([CH2:35][C:36]([NH2:38])=[O:37])[CH2:32][CH2:33]2)[C:12]([CH2:16][O:17][C:18]2[CH:23]=[C:22]([CH:24]([CH3:25])[CH3:26])[CH:21]=[CH:20][C:19]=2[CH3:27])=[C:13]([CH3:15])[N:14]=1. The catalyst class is: 44.